This data is from Catalyst prediction with 721,799 reactions and 888 catalyst types from USPTO. The task is: Predict which catalyst facilitates the given reaction. (1) The catalyst class is: 4. Product: [C:1]([C:3]1[C:11]2[CH2:10][CH2:9][CH2:8][N:7]([CH2:20][CH:21]([CH3:23])[CH3:22])[C:6]=2[S:5][C:4]=1[NH:12][C:13](=[O:19])[CH:14]([CH2:17][CH3:18])[CH2:15][CH3:16])#[N:2]. Reactant: [C:1]([C:3]1[C:11]2[CH2:10][CH2:9][CH2:8][NH:7][C:6]=2[S:5][C:4]=1[NH:12][C:13](=[O:19])[CH:14]([CH2:17][CH3:18])[CH2:15][CH3:16])#[N:2].[CH:20](=O)[CH:21]([CH3:23])[CH3:22].C(O)(=O)C.[Na]. (2) Reactant: [CH:1]([O:4][C:5](=[O:17])[C:6]1[CH:11]=[C:10](Cl)[C:9]([N:13]([CH2:15][CH3:16])[CH3:14])=[N:8][CH:7]=1)([CH3:3])[CH3:2].[CH3:18]N1C(=O)CCC1.C[Mg]Br. Product: [CH:1]([O:4][C:5](=[O:17])[C:6]1[CH:11]=[C:10]([CH3:18])[C:9]([N:13]([CH2:15][CH3:16])[CH3:14])=[N:8][CH:7]=1)([CH3:3])[CH3:2]. The catalyst class is: 721. (3) Reactant: [Cl:1][C:2]1[CH:10]=[C:9]([C:11]([NH:13][CH:14]([C:16]2[NH:20][C:19]3[CH:21]=[CH:22][C:23]([Cl:25])=[CH:24][C:18]=3[N:17]=2)[CH3:15])=[O:12])[CH:8]=[CH:7][C:3]=1[C:4]([OH:6])=O.[CH3:26][N:27]([CH3:33])[CH:28]1[CH2:32][CH2:31][NH:30][CH2:29]1.C(N(C(C)C)CC)(C)C.ClCl. Product: [Cl:1][C:2]1[CH:10]=[C:9]([CH:8]=[CH:7][C:3]=1[C:4]([N:30]1[CH2:31][CH2:32][CH:28]([N:27]([CH3:33])[CH3:26])[CH2:29]1)=[O:6])[C:11]([NH:13][CH:14]([C:16]1[NH:20][C:19]2[CH:21]=[CH:22][C:23]([Cl:25])=[CH:24][C:18]=2[N:17]=1)[CH3:15])=[O:12]. The catalyst class is: 16. (4) Reactant: [Cl:1][C:2]1[CH:3]=[CH:4][C:5]2[N:6]([C:8]([C:11]([C:14]3[CH:15]=[C:16]4[C:21](=[CH:22][C:23]=3[F:24])[N:20]=[CH:19][CH:18]=[CH:17]4)(O)[CH3:12])=[CH:9][N:10]=2)[N:7]=1.[PH2](=O)O.II. Product: [Cl:1][C:2]1[CH:3]=[CH:4][C:5]2[N:6]([C:8]([CH:11]([C:14]3[CH:15]=[C:16]4[C:21](=[CH:22][C:23]=3[F:24])[N:20]=[CH:19][CH:18]=[CH:17]4)[CH3:12])=[CH:9][N:10]=2)[N:7]=1. The catalyst class is: 15. (5) Reactant: Cl[C:2]1[C:11]2[C:6](=[CH:7][C:8]([O:15][CH2:16][CH3:17])=[C:9]([N+:12]([O-:14])=[O:13])[CH:10]=2)[N:5]=[CH:4][C:3]=1[C:18]#[N:19].[Cl:20][C:21]1[CH:22]=[C:23]([CH:25]=[CH:26][C:27]=1[F:28])[NH2:24].C(OCC)(=O)C. Product: [Cl:20][C:21]1[CH:22]=[C:23]([NH:24][C:2]2[C:11]3[C:6](=[CH:7][C:8]([O:15][CH2:16][CH3:17])=[C:9]([N+:12]([O-:14])=[O:13])[CH:10]=3)[N:5]=[CH:4][C:3]=2[C:18]#[N:19])[CH:25]=[CH:26][C:27]=1[F:28]. The catalyst class is: 81. (6) Reactant: [CH3:1][CH:2]1[CH2:11][CH2:10][CH:9]([CH3:12])[C:8]2[CH:7]=[C:6]([C:13]3[N:14]=[C:15]([N:18]4[CH2:23][CH2:22][CH:21]([NH2:24])[CH2:20][CH2:19]4)[S:16][CH:17]=3)[CH:5]=[CH:4][C:3]1=2.C([O:28][CH2:29][CH2:30][CH2:31][CH2:32]Br)(=O)C.[OH-].[Na+].Cl. Product: [CH3:1][CH:2]1[CH2:11][CH2:10][CH:9]([CH3:12])[C:8]2[CH:7]=[C:6]([C:13]3[N:14]=[C:15]([N:18]4[CH2:23][CH2:22][CH:21]([NH:24][CH2:32][CH2:31][CH2:30][CH2:29][OH:28])[CH2:20][CH2:19]4)[S:16][CH:17]=3)[CH:5]=[CH:4][C:3]1=2. The catalyst class is: 5.